Predict the reactants needed to synthesize the given product. From a dataset of Full USPTO retrosynthesis dataset with 1.9M reactions from patents (1976-2016). (1) Given the product [Br:7][C:8]1[CH:9]=[C:10]([O:19][CH:20]([CH3:22])[CH3:21])[C:11]([CH3:18])=[C:12]([CH2:13][OH:14])[CH:17]=1, predict the reactants needed to synthesize it. The reactants are: [H-].[H-].[H-].[H-].[Li+].[Al+3].[Br:7][C:8]1[CH:9]=[C:10]([O:19][CH:20]([CH3:22])[CH3:21])[C:11]([CH3:18])=[C:12]([CH:17]=1)[C:13](OC)=[O:14]. (2) The reactants are: Cl.[NH2:2][C:3]1[C:4]([CH3:28])=[C:5]2[C:10]([NH:11][C:12]3[CH:17]=[CH:16][C:15]([O:18][C:19]4[CH:24]=[CH:23][CH:22]=[CH:21][CH:20]=4)=[CH:14][CH:13]=3)=[C:9]([C:25]#[N:26])[CH:8]=[N:7][N:6]2[CH:27]=1.[C:29]([NH:32][C:33]1[CH:41]=[CH:40][CH:39]=[CH:38][C:34]=1[C:35](O)=[O:36])(=O)[CH3:30].C1CN([P+](ON2N=NC3C=CC=CC2=3)(N2CCCC2)N2CCCC2)CC1.F[P-](F)(F)(F)(F)F.CCN(C(C)C)C(C)C. Given the product [CH3:28][C:4]1[C:3]([N:2]2[C:35](=[O:36])[C:34]3[C:33](=[CH:41][CH:40]=[CH:39][CH:38]=3)[N:32]=[C:29]2[CH3:30])=[CH:27][N:6]2[C:5]=1[C:10]([NH:11][C:12]1[CH:13]=[CH:14][C:15]([O:18][C:19]3[CH:24]=[CH:23][CH:22]=[CH:21][CH:20]=3)=[CH:16][CH:17]=1)=[C:9]([C:25]#[N:26])[CH:8]=[N:7]2, predict the reactants needed to synthesize it. (3) Given the product [N:1]1([CH2:6][C:7]2[CH:12]=[CH:11][C:10]([CH:13]=[N+:21]([O-:22])[C:15]3[CH:20]=[CH:19][CH:18]=[CH:17][CH:16]=3)=[CH:9][CH:8]=2)[CH:5]=[CH:4][N:3]=[CH:2]1, predict the reactants needed to synthesize it. The reactants are: [N:1]1([CH2:6][C:7]2[CH:12]=[CH:11][C:10]([CH2:13]O)=[CH:9][CH:8]=2)[CH:5]=[CH:4][N:3]=[CH:2]1.[C:15]1([NH:21][OH:22])[CH:20]=[CH:19][CH:18]=[CH:17][CH:16]=1. (4) Given the product [NH2:31][C:26]1[C:25]([C:22]2[CH:23]=[CH:24][C:19]([CH2:18][C:17]([C:8]3[NH:7][CH:11]=[C:10]([CH2:12][C:13]([CH3:16])([CH3:15])[CH3:14])[N:9]=3)([OH:40])[CH3:39])=[CH:20][CH:21]=2)=[CH:29][N:28]([CH3:30])[N:27]=1, predict the reactants needed to synthesize it. The reactants are: Cl.CN(C)S([N:7]1[CH:11]=[C:10]([CH2:12][C:13]([CH3:16])([CH3:15])[CH3:14])[N:9]=[C:8]1[C:17]([OH:40])([CH3:39])[CH2:18][C:19]1[CH:24]=[CH:23][C:22]([C:25]2[C:26]([NH:31]C(=O)OC(C)(C)C)=[N:27][N:28]([CH3:30])[CH:29]=2)=[CH:21][CH:20]=1)(=O)=O. (5) Given the product [Br:26][C:13]1[S:14][C:10]2[C:9]3[CH:8]=[CH:7][C:6]([C:15]([O:17][CH3:18])=[O:16])=[CH:5][C:4]=3[NH:3][C:2](=[O:1])[C:11]=2[CH:12]=1, predict the reactants needed to synthesize it. The reactants are: [O:1]=[C:2]1[C:11]2[CH:12]=[CH:13][S:14][C:10]=2[C:9]2[CH:8]=[CH:7][C:6]([C:15]([O:17][CH3:18])=[O:16])=[CH:5][C:4]=2[NH:3]1.C1C(=O)N([Br:26])C(=O)C1.O.N. (6) Given the product [F:1][C:2]1[CH:9]=[CH:8][CH:7]=[C:6]([F:10])[C:3]=1[CH:4]([S:25]([C:22]1[CH:23]=[CH:24][C:19]([CH3:28])=[CH:20][CH:21]=1)(=[O:27])=[O:26])[NH:13][CH:11]=[O:12], predict the reactants needed to synthesize it. The reactants are: [F:1][C:2]1[CH:9]=[CH:8][CH:7]=[C:6]([F:10])[C:3]=1[CH:4]=O.[CH:11]([NH2:13])=[O:12].Cl[Si](C)(C)C.[C:19]1([CH3:28])[CH:24]=[CH:23][C:22]([S:25]([OH:27])=[O:26])=[CH:21][CH:20]=1. (7) Given the product [CH2:50]([O:52][C:53](=[O:73])[C@H:54]([OH:72])[CH2:55][C@H:56]([NH:71][C:9]([C:7]1[CH:8]=[C:4]([C:1](=[O:3])[CH3:2])[NH:5][N:6]=1)=[O:11])[CH2:57][C:58]1[CH:63]=[CH:62][C:61]([C:64]2[CH:69]=[CH:68][CH:67]=[C:66]([Cl:70])[CH:65]=2)=[CH:60][CH:59]=1)[CH3:51], predict the reactants needed to synthesize it. The reactants are: [C:1]([C:4]1[CH:8]=[C:7]([C:9]([OH:11])=O)[NH:6][N:5]=1)(=[O:3])[CH3:2].CN(C(ON1N=NC2C=CC=NC1=2)=[N+](C)C)C.F[P-](F)(F)(F)(F)F.CCN(C(C)C)C(C)C.CN(C=O)C.[CH2:50]([O:52][C:53](=[O:73])[C@H:54]([OH:72])[CH2:55][C@H:56]([NH2:71])[CH2:57][C:58]1[CH:63]=[CH:62][C:61]([C:64]2[CH:69]=[CH:68][CH:67]=[C:66]([Cl:70])[CH:65]=2)=[CH:60][CH:59]=1)[CH3:51].